Dataset: Full USPTO retrosynthesis dataset with 1.9M reactions from patents (1976-2016). Task: Predict the reactants needed to synthesize the given product. (1) Given the product [F:34][C:21]([F:20])([F:33])[C:22]1[NH:23][C:24]2[C:29]([CH:30]=1)=[CH:28][C:27]([CH2:31][NH:32][C:14]([C:15]1[CH:10]=[CH:11][C:3]([C:2]([F:1])([F:12])[F:13])=[CH:35][N:37]=1)=[O:18])=[CH:26][CH:25]=2, predict the reactants needed to synthesize it. The reactants are: [F:1][C:2]([F:13])([F:12])[C:3]1[CH:11]=[CH:10]C(C(O)=O)=CN=1.[C:14](Cl)(=[O:18])[C:15](Cl)=O.[F:20][C:21]([F:34])([F:33])[C:22]1[NH:23][C:24]2[C:29]([CH:30]=1)=[CH:28][C:27]([CH2:31][NH2:32])=[CH:26][CH:25]=2.[CH2:35]([N:37](CC)CC)C. (2) Given the product [CH3:1][C:2]1[C:11]([N:12]2[C:13]3[CH:18]=[CH:17][C:16]([C:19]([F:20])([F:21])[F:22])=[CH:15][C:14]=3[N:23]=[C:24]2[C@H:26]2[CH2:30][CH2:29][CH2:28][O:27]2)=[CH:10][CH:9]=[CH:8][C:3]=1[C:4]([O:6][CH3:7])=[O:5], predict the reactants needed to synthesize it. The reactants are: [CH3:1][C:2]1[C:11]([NH:12][C:13]2[CH:18]=[CH:17][C:16]([C:19]([F:22])([F:21])[F:20])=[CH:15][C:14]=2[NH:23][C:24]([C@H:26]2[CH2:30][CH2:29][CH2:28][O:27]2)=O)=[CH:10][CH:9]=[CH:8][C:3]=1[C:4]([O:6][CH3:7])=[O:5]. (3) Given the product [F:16][C:17]1[CH:24]=[CH:23][C:20]([CH2:21][NH:22][C:9]([C:8]2[CH:12]=[CH:13][C:5]([S:2]([Cl:1])(=[O:4])=[O:3])=[CH:6][CH:7]=2)=[O:10])=[CH:19][CH:18]=1, predict the reactants needed to synthesize it. The reactants are: [Cl:1][S:2]([C:5]1[CH:13]=[CH:12][C:8]([C:9](Cl)=[O:10])=[CH:7][CH:6]=1)(=[O:4])=[O:3].N#N.[F:16][C:17]1[CH:24]=[CH:23][C:20]([CH2:21][NH2:22])=[CH:19][CH:18]=1.C(N(CC)CC)C. (4) Given the product [S:31]1[C:35]2[CH:36]=[CH:37][CH:38]=[CH:39][C:34]=2[N:33]=[C:32]1[NH:40][C:41]([N:23]1[C:24]2[C:19](=[CH:18][CH:17]=[C:16]([C:14]3[S:15][C:11]([CH2:10][CH2:9][CH2:8][O:1][C:2]4[CH:3]=[CH:4][CH:5]=[CH:6][CH:7]=4)=[C:12]([C:26]([OH:28])=[O:27])[N:13]=3)[CH:25]=2)[CH2:20][CH2:21][CH2:22]1)=[O:42].[S:31]1[C:35]2[CH:36]=[CH:37][CH:38]=[CH:39][C:34]=2[N:33]=[C:32]1[NH:40][C:41]([N:43]1[C:44]2[C:19](=[CH:18][CH:17]=[C:16]([C:14]3[S:15][C:11]([CH2:10][CH2:9][CH2:8][O:1][C:2]4[CH:7]=[CH:6][CH:5]=[CH:4][CH:3]=4)=[C:12]([C:26]([O:28][CH2:29][CH3:30])=[O:27])[N:13]=3)[CH:25]=2)[CH2:20][CH2:46][CH2:47]1)=[O:42], predict the reactants needed to synthesize it. The reactants are: [O:1]([CH2:8][CH2:9][CH2:10][C:11]1[S:15][C:14]([C:16]2[CH:25]=[C:24]3[C:19]([CH2:20][CH2:21][CH2:22][NH:23]3)=[CH:18][CH:17]=2)=[N:13][C:12]=1[C:26]([O:28][CH2:29][CH3:30])=[O:27])[C:2]1[CH:7]=[CH:6][CH:5]=[CH:4][CH:3]=1.[S:31]1[C:35]2[CH:36]=[CH:37][CH:38]=[CH:39][C:34]=2[N:33]=[C:32]1[NH:40][C:41]([N:43]1[CH:47]=[CH:46]N=[CH:44]1)=[O:42].CN(C=O)C. (5) Given the product [O:33]=[C:20]1[NH:19][C:15]2=[N:16][CH:17]=[CH:34][CH:13]=[C:14]2[C:21]21[CH2:29][C:28]1[C:23](=[CH:24][CH:25]=[C:26]([NH:30][C:9](=[O:11])[CH2:8][CH2:7][C:1]3[CH:2]=[CH:3][CH:4]=[CH:5][CH:6]=3)[CH:27]=1)[CH2:22]2, predict the reactants needed to synthesize it. The reactants are: [C:1]1([CH2:7][CH2:8][C:9]([OH:11])=O)[CH:6]=[CH:5][CH:4]=[CH:3][CH:2]=1.Cl[C:13]1[C:14]2[C:21]3([CH2:29][C:28]4[C:23](=[CH:24][CH:25]=[C:26]([N+:30]([O-])=O)[CH:27]=4)[CH2:22]3)[C:20](=[O:33])[NH:19][C:15]=2[N:16]=[CH:17]N=1.[CH2:34](Cl)CCl.C1C=CC2N(O)N=NC=2C=1.C(N(CC)C(C)C)(C)C. (6) Given the product [Cl:13][C:11]1[CH:10]=[C:9]([S:14][C:15]2[N:19]([CH:20]([CH3:21])[CH3:22])[N:18]=[C:17]([CH3:23])[C:16]=2[CH2:24][C:25]2[CH:26]=[CH:27][N:28]=[CH:29][CH:30]=2)[CH:8]=[C:7]([Cl:6])[CH:12]=1, predict the reactants needed to synthesize it. The reactants are: [P](I)(I)(I)I.[Cl:6][C:7]1[CH:8]=[C:9]([S:14][C:15]2[N:19]([CH:20]([CH3:22])[CH3:21])[N:18]=[C:17]([CH3:23])[C:16]=2[CH:24](O)[C:25]2[CH:30]=[CH:29][N:28]=[CH:27][CH:26]=2)[CH:10]=[C:11]([Cl:13])[CH:12]=1.S(=O)(O)[O-].[Na+]. (7) The reactants are: [C:1](Cl)(=O)[C:2]([Cl:4])=[O:3].C1(C(O)=O)[C:9]2([CH2:14][CH2:13][O:12][CH2:11][CH2:10]2)[CH2:8]1. Given the product [CH:1]1([C:2]([Cl:4])=[O:3])[C:9]2([CH2:14][CH2:13][O:12][CH2:11][CH2:10]2)[CH2:8]1, predict the reactants needed to synthesize it. (8) Given the product [NH2:1][C:2]1[C:10]2[C:9]([C:11]3[CH:16]=[CH:15][C:14]([Cl:17])=[C:13]([Cl:18])[CH:12]=3)=[N:8][C:7]([NH:25][CH2:26][CH2:27][CH2:28][CH3:29])=[N:6][C:5]=2[S:4][C:3]=1[C:22]([NH2:24])=[O:23], predict the reactants needed to synthesize it. The reactants are: [NH2:1][C:2]1[C:10]2[C:9]([C:11]3[CH:16]=[CH:15][C:14]([Cl:17])=[C:13]([Cl:18])[CH:12]=3)=[N:8][C:7](S(C)=O)=[N:6][C:5]=2[S:4][C:3]=1[C:22]([NH2:24])=[O:23].[NH2:25][CH2:26][CH2:27][CH2:28][CH3:29]. (9) Given the product [OH2:12].[OH2:39].[OH2:57].[OH2:12].[C:1]1([S:15]([OH:18])(=[O:17])=[O:16])[C:10]2[CH:9]=[CH:8][CH:7]=[C:6]([S:11]([OH:14])(=[O:13])=[O:12])[C:5]=2[CH:4]=[CH:3][CH:2]=1, predict the reactants needed to synthesize it. The reactants are: [C:1]1([S:15]([OH:18])(=[O:17])=[O:16])[C:10]2[CH:9]=[CH:8][CH:7]=[C:6]([S:11]([OH:14])(=[O:13])=[O:12])[C:5]=2[CH:4]=[CH:3][CH:2]=1.C1(N(CCNCCC2C3SC(=O)NC=3C(O)=CC=2)C(=[O:39])CCNCCC2C=CC=C(F)C=2)CCCCC1.C(=O)([O-])[O-:57].[K+].[K+].